Dataset: Catalyst prediction with 721,799 reactions and 888 catalyst types from USPTO. Task: Predict which catalyst facilitates the given reaction. (1) Reactant: [C:1]([Li])([CH3:4])([CH3:3])[CH3:2].Br[C:7]1[CH:12]=[CH:11][C:10](Br)=[CH:9][CH:8]=1.F[B:15]([C:25]1[C:30]([CH3:31])=[CH:29][C:28]([CH3:32])=[CH:27][C:26]=1[CH3:33])[C:16]1[C:21]([CH3:22])=[CH:20][C:19]([CH3:23])=[CH:18][C:17]=1[CH3:24]. Product: [C:1]1([CH3:4])[CH:3]=[C:30]([CH3:29])[CH:25]=[C:26]([CH3:27])[C:2]=1[B:15]([C:16]1[C:21]([CH3:22])=[CH:20][C:19]([CH3:23])=[CH:18][C:17]=1[CH3:24])[C:7]1[CH:12]=[CH:11][C:10]([B:15]([C:25]2[C:30]([CH3:31])=[CH:29][C:28]([CH3:32])=[CH:27][C:26]=2[CH3:33])[C:16]2[C:21]([CH3:22])=[CH:20][C:19]([CH3:23])=[CH:18][C:17]=2[CH3:24])=[CH:9][CH:8]=1. The catalyst class is: 323. (2) Reactant: [CH3:1][C@@H:2]1[CH2:4][C@H:3]1[C:5]([OH:7])=[O:6].[C:8]1(O)[CH:13]=[CH:12][CH:11]=[CH:10][CH:9]=1.CCN=C=NCCCN(C)C.Cl. Product: [CH3:1][CH:2]1[CH2:4][CH:3]1[C:5]([O:7][C:8]1[CH:13]=[CH:12][CH:11]=[CH:10][CH:9]=1)=[O:6]. The catalyst class is: 79. (3) Reactant: [C:1](OC(=O)C)(=[O:3])[CH3:2].[O:8]1[C:12]2[CH:13]=[CH:14][C:15]([C:17]3[N:21]=[C:20]([CH:22]4[CH2:27][CH2:26][N:25](S(CC5C=CC=CC=5)(=O)=O)[CH2:24][CH2:23]4)[NH:19][C:18]=3[C:38]3[CH:43]=[CH:42][CH:41]=[CH:40][N:39]=3)=[CH:16][C:11]=2[O:10][CH2:9]1.C(N(C(C)C)CC)(C)C. Product: [O:8]1[C:12]2[CH:13]=[CH:14][C:15]([C:17]3[N:21]=[C:20]([CH:22]4[CH2:27][CH2:26][N:25]([C:1](=[O:3])[CH3:2])[CH2:24][CH2:23]4)[NH:19][C:18]=3[C:38]3[CH:43]=[CH:42][CH:41]=[CH:40][N:39]=3)=[CH:16][C:11]=2[O:10][CH2:9]1. The catalyst class is: 1.